This data is from HIV replication inhibition screening data with 41,000+ compounds from the AIDS Antiviral Screen. The task is: Binary Classification. Given a drug SMILES string, predict its activity (active/inactive) in a high-throughput screening assay against a specified biological target. The compound is CCOC(=O)N1CCC(=O)C(CNC23CC4CC(CC(C4)C2)C3)C1.Cl. The result is 0 (inactive).